Dataset: Reaction yield outcomes from USPTO patents with 853,638 reactions. Task: Predict the reaction yield, written as a fraction of the theoretical maximum amount of product (1.0 means a 100% yield; for example, 0.34 means a 34% yield). (1) The reactants are [Cl:1][C:2]1[N:7]=[C:6]([NH2:8])[C:5]([CH3:9])=[CH:4][N:3]=1.CCN(C(C)C)C(C)C.[NH2:19][C@@H:20]1[CH2:25][CH2:24][C@H:23]([NH:26][C:27](=[O:42])[C:28]2[CH:33]=[C:32]([C:34]([F:37])([F:36])[F:35])[CH:31]=[C:30]([C:38]([F:41])([F:40])[F:39])[CH:29]=2)[CH2:22][CH2:21]1.Cl.CCOCC. The catalyst is CC(O)C.C(Cl)Cl. The product is [ClH:1].[NH2:8][C:6]1[C:5]([CH3:9])=[CH:4][N:3]=[C:2]([NH:19][C@@H:20]2[CH2:21][CH2:22][C@H:23]([NH:26][C:27](=[O:42])[C:28]3[CH:33]=[C:32]([C:34]([F:36])([F:37])[F:35])[CH:31]=[C:30]([C:38]([F:39])([F:40])[F:41])[CH:29]=3)[CH2:24][CH2:25]2)[N:7]=1. The yield is 0.490. (2) The reactants are Br[C:2]1[C:3]([F:10])=[C:4]([CH:7]=[CH:8][CH:9]=1)[C:5]#[N:6].CC1(C)C(C)(C)OB([C:19]2[C:28]3[C:23](=CC=C[CH:27]=3)[CH:22]=[N:21][CH:20]=2)O1.C(O)C.C([O-])([O-])=O.[Na+].[Na+]. The catalyst is COCCOC.C1C=CC([P]([Pd]([P](C2C=CC=CC=2)(C2C=CC=CC=2)C2C=CC=CC=2)([P](C2C=CC=CC=2)(C2C=CC=CC=2)C2C=CC=CC=2)[P](C2C=CC=CC=2)(C2C=CC=CC=2)C2C=CC=CC=2)(C2C=CC=CC=2)C2C=CC=CC=2)=CC=1.O. The product is [F:10][C:3]1[C:2]([C:19]2[CH:20]=[N:21][CH:22]=[CH:23][C:28]=2[CH3:27])=[CH:9][CH:8]=[CH:7][C:4]=1[C:5]#[N:6]. The yield is 0.870. (3) The catalyst is CN(C=O)C. The reactants are [CH2:1]([N:8]1[CH2:18][CH2:17][C:11]2[N:12]=[CH:13][NH:14][C:15](=O)[C:10]=2[CH2:9]1)[C:2]1[CH:7]=[CH:6][CH:5]=[CH:4][CH:3]=1.P(Cl)(Cl)([Cl:21])=O.C(#N)C. The yield is 0.578. The product is [CH2:1]([N:8]1[CH2:18][CH2:17][C:11]2[N:12]=[CH:13][N:14]=[C:15]([Cl:21])[C:10]=2[CH2:9]1)[C:2]1[CH:7]=[CH:6][CH:5]=[CH:4][CH:3]=1. (4) The reactants are [F:1][C:2]1[C:10]([F:11])=[CH:9][C:5]([C:6](O)=[O:7])=[C:4]([N+:12]([O-:14])=[O:13])[CH:3]=1.Cl.CN.C(Cl)CCl.C1C=CC2N(O)N=[N:28][C:26]=2C=1.CCN(C(C)C)C(C)C. The catalyst is CN(C=O)C. The product is [F:1][C:2]1[C:10]([F:11])=[CH:9][C:5]([C:6]([NH:28][CH3:26])=[O:7])=[C:4]([N+:12]([O-:14])=[O:13])[CH:3]=1. The yield is 0.670. (5) The reactants are [CH2:1]([O:3][C:4]([C:6]1([NH:11][C:12]([CH:14]2[CH2:18][CH:17]([O:19][C:20]3[C:29]4[C:24](=[C:25]([CH3:32])[C:26]([O:30][CH3:31])=[CH:27][CH:28]=4)[N:23]=C(C4C=CC=C(C)N=4)[CH:21]=3)[CH2:16][CH:15]2[C:40](O)=[O:41])=[O:13])[CH2:8][CH:7]1[CH:9]=[CH2:10])=[O:5])[CH3:2].Cl.[CH3:44][NH:45][CH2:46][CH2:47][CH2:48][CH2:49][CH:50]=[CH2:51].[CH:52]([N:55]([CH:58]([CH3:60])[CH3:59])CC)([CH3:54])[CH3:53].[CH3:61]N(C(ON1N=NC2C=CC=NC1=2)=[N+](C)C)C.F[P-](F)(F)(F)(F)F. The catalyst is CN(C=O)C. The product is [CH2:1]([O:3][C:4]([C:6]1([NH:11][C:12]([CH:14]2[CH2:18][CH:17]([O:19][C:20]3[C:29]4[C:24](=[C:25]([CH3:32])[C:26]([O:30][CH3:31])=[CH:27][CH:28]=4)[N:23]=[C:60]([C:58]4[CH:59]=[CH:61][CH:54]=[C:52]([CH3:53])[N:55]=4)[CH:21]=3)[CH2:16][CH:15]2[C:40](=[O:41])[N:45]([CH2:46][CH2:47][CH2:48][CH2:49][CH:50]=[CH2:51])[CH3:44])=[O:13])[CH2:8][CH:7]1[CH:9]=[CH2:10])=[O:5])[CH3:2]. The yield is 0.820. (6) The reactants are [CH:1]([C:4]1[C:9]([OH:10])=[C:8]([N+:11]([O-])=O)[CH:7]=[CH:6][CH:5]=1)([CH3:3])[CH3:2].S(S([O-])=O)([O-])=O.[Na+].[Na+]. The catalyst is C(O)C.O. The product is [NH2:11][C:8]1[CH:7]=[CH:6][CH:5]=[C:4]([CH:1]([CH3:2])[CH3:3])[C:9]=1[OH:10]. The yield is 0.720. (7) The reactants are Br[CH:2]1[CH2:20][CH2:19][C:5]2=[CH:6][C:7]3[C:8]4[CH:17]=[CH:16][C:15]([Cl:18])=[CH:14][C:9]=4[CH2:10][O:11][C:12]=3[CH:13]=[C:4]2[C:3]1=[O:21].[C:22]([O:26][C:27]([N:29]1[C@@H:33]([CH3:34])[CH2:32][CH2:31][C@H:30]1[C:35]([OH:37])=[O:36])=[O:28])([CH3:25])([CH3:24])[CH3:23].CCN(C(C)C)C(C)C. The catalyst is CC#N.CCOC(C)=O. The product is [CH3:34][C@@H:33]1[N:29]([C:27]([O:26][C:22]([CH3:23])([CH3:25])[CH3:24])=[O:28])[C@H:30]([C:35]([O:37][CH:2]2[CH2:20][CH2:19][C:5]3=[CH:6][C:7]4[C:8]5[CH:17]=[CH:16][C:15]([Cl:18])=[CH:14][C:9]=5[CH2:10][O:11][C:12]=4[CH:13]=[C:4]3[C:3]2=[O:21])=[O:36])[CH2:31][CH2:32]1. The yield is 0.810. (8) The reactants are [C:1]([C:5]1[CH:9]=[C:8]([NH:10][C:11]2[CH:19]=[CH:18][C:17]([O:20][CH3:21])=[CH:16][C:12]=2[C:13](O)=[O:14])[N:7]([C:22]2[CH:27]=[CH:26][CH:25]=[CH:24][C:23]=2[CH3:28])[N:6]=1)([CH3:4])([CH3:3])[CH3:2].[Cl-].[NH4+].Cl.C[N:33](C)CCCN=C=NCC.C1C=C2N=NN(O)C2=CC=1.O.C(N(CC)CC)C. The catalyst is CN(C=O)C. The product is [C:1]([C:5]1[CH:9]=[C:8]([NH:10][C:11]2[CH:19]=[CH:18][C:17]([O:20][CH3:21])=[CH:16][C:12]=2[C:13]([NH2:33])=[O:14])[N:7]([C:22]2[CH:27]=[CH:26][CH:25]=[CH:24][C:23]=2[CH3:28])[N:6]=1)([CH3:2])([CH3:3])[CH3:4]. The yield is 0.490. (9) The catalyst is CN(C)C=O. The yield is 0.540. The reactants are Br[C:2]1[C:7]([C:8]([F:11])([F:10])[F:9])=[CH:6][CH:5]=[C:4]([O:12][CH3:13])[C:3]=1[NH2:14].[Cu][C:16]#[N:17]. The product is [NH2:14][C:3]1[C:4]([O:12][CH3:13])=[CH:5][CH:6]=[C:7]([C:8]([F:11])([F:10])[F:9])[C:2]=1[C:16]#[N:17].